This data is from Forward reaction prediction with 1.9M reactions from USPTO patents (1976-2016). The task is: Predict the product of the given reaction. (1) Given the reactants [Cl:1][C:2]1[CH:3]=[C:4]([CH:12]([CH2:16][CH:17]2[CH2:21][CH2:20][C:19](=[O:22])[CH2:18]2)[C:13](O)=[O:14])[CH:5]=[CH:6][C:7]=1[S:8]([CH3:11])(=[O:10])=[O:9].C(Cl)(=O)C(Cl)=O.[NH2:29][C:30]1[CH:35]=[N:34][CH:33]=[CH:32][N:31]=1.N1C=CC=CC=1, predict the reaction product. The product is: [Cl:1][C:2]1[CH:3]=[C:4]([CH:12]([CH2:16][CH:17]2[CH2:21][CH2:20][C:19](=[O:22])[CH2:18]2)[C:13]([NH:29][C:30]2[CH:35]=[N:34][CH:33]=[CH:32][N:31]=2)=[O:14])[CH:5]=[CH:6][C:7]=1[S:8]([CH3:11])(=[O:10])=[O:9]. (2) Given the reactants [CH3:1][N:2]1[CH2:7][CH:6]=[C:5]([C:8]([O:10][CH2:11][CH3:12])=[O:9])[CH2:4][CH2:3]1.[C:13]1([Mg]Br)[CH:18]=[CH:17][CH:16]=[CH:15][CH:14]=1.C1COCC1.[Cl-].[NH4+].C(OCC)(=O)C, predict the reaction product. The product is: [CH3:1][N:2]1[CH2:3][CH2:4][CH:5]([C:8]([O:10][CH2:11][CH3:12])=[O:9])[CH:6]([C:13]2[CH:18]=[CH:17][CH:16]=[CH:15][CH:14]=2)[CH2:7]1. (3) Given the reactants [C:1]([O:5][C:6]([N:8]1[CH2:13][C:12]([NH:14][C:15]([O:17][C:18]([CH3:21])([CH3:20])[CH3:19])=[O:16])=[N:11][C:10]([C:25]2[CH:30]=[C:29](Br)[CH:28]=[CH:27][C:26]=2[F:32])([CH:22]([F:24])[F:23])[CH2:9]1)=[O:7])([CH3:4])([CH3:3])[CH3:2].C[N:34](C)[C@@H]1CCCC[C@H]1N.[N-]=[N+]=[N-].[Na+].[Na].O=C1O[C@H]([C@H](CO)O)C(O)=C1O, predict the reaction product. The product is: [C:1]([O:5][C:6]([N:8]1[CH2:13][C:12]([NH:14][C:15]([O:17][C:18]([CH3:21])([CH3:20])[CH3:19])=[O:16])=[N:11][C:10]([C:25]2[CH:30]=[C:29]([NH2:34])[CH:28]=[CH:27][C:26]=2[F:32])([CH:22]([F:24])[F:23])[CH2:9]1)=[O:7])([CH3:4])([CH3:3])[CH3:2]. (4) Given the reactants [CH3:1][NH2:2].[F:3][C:4]1[CH:30]=[CH:29][C:7]2[N:8]([C:16]([C:18]3[CH:19]=[CH:20][C:21]4[O:26][CH2:25][C:24](=[O:27])[NH:23][C:22]=4[CH:28]=3)=[O:17])[CH:9]([CH2:12][C:13](O)=[O:14])[CH2:10][O:11][C:6]=2[CH:5]=1.C(P1(=O)OP(CCC)(=O)OP(CCC)(=O)O1)CC, predict the reaction product. The product is: [F:3][C:4]1[CH:30]=[CH:29][C:7]2[N:8]([C:16]([C:18]3[CH:19]=[CH:20][C:21]4[O:26][CH2:25][C:24](=[O:27])[NH:23][C:22]=4[CH:28]=3)=[O:17])[CH:9]([CH2:12][C:13]([NH:2][CH3:1])=[O:14])[CH2:10][O:11][C:6]=2[CH:5]=1. (5) Given the reactants Br[C:2]1[CH:3]=[C:4]([CH:17]=[CH:18][CH:19]=1)[O:5][C:6]1[CH:15]=[N:14][C:13]2[C:8](=[CH:9][CH:10]=[CH:11][C:12]=2[Cl:16])[N:7]=1.[CH3:20][S:21]([C:24]1[CH:25]=[C:26](B(O)O)[CH:27]=[CH:28][CH:29]=1)(=[O:23])=[O:22].C(=O)([O-])[O-].[Na+].[Na+].C1(C)C=CC=CC=1, predict the reaction product. The product is: [Cl:16][C:12]1[CH:11]=[CH:10][CH:9]=[C:8]2[C:13]=1[N:14]=[CH:15][C:6]([O:5][C:4]1[CH:3]=[C:2]([C:28]3[CH:27]=[CH:26][CH:25]=[C:24]([S:21]([CH3:20])(=[O:23])=[O:22])[CH:29]=3)[CH:19]=[CH:18][CH:17]=1)=[N:7]2. (6) Given the reactants [CH2:1]([S:3]([C:6]1[CH:13]=[CH:12][C:9]([C:10]#[N:11])=[CH:8][C:7]=1[CH3:14])(=[O:5])=[O:4])[CH3:2].C(OC(=O)C1C=CC(C[Br:26])=C(C(F)(F)F)C=1)C, predict the reaction product. The product is: [Br:26][CH2:14][C:7]1[CH:8]=[C:9]([CH:12]=[CH:13][C:6]=1[S:3]([CH2:1][CH3:2])(=[O:5])=[O:4])[C:10]#[N:11].